Dataset: Orexin1 receptor HTS with 218,158 compounds and 233 confirmed actives. Task: Binary Classification. Given a drug SMILES string, predict its activity (active/inactive) in a high-throughput screening assay against a specified biological target. (1) The compound is Clc1c(S(=O)(=O)N2CCCCCC2)cc(cc1)C(=O)NC(c1cccnc1)C. The result is 0 (inactive). (2) The molecule is O1CCN(CC1)C(=O)c1c(NC(OCC)=O)cccc1. The result is 0 (inactive). (3) The drug is O1CCN(CC1)c1ccc(cc1)C(=O)/C=C\c1cc(ccc1)C. The result is 0 (inactive). (4) The drug is O1CCN(CCCN2C(\C(C(=O)C2=O)=C(\O)c2cc3OCOc3cc2)c2ccc([N+]([O-])=O)cc2)CC1. The result is 0 (inactive). (5) The molecule is s\1c2c(n(c1=N/C(=O)CSC(=O)C)C)ccc(F)c2. The result is 0 (inactive). (6) The molecule is S(CCC(=O)Nc1c(nn(c1)C)C)c1nc(cc(n1)C(F)(F)F)c1occc1. The result is 0 (inactive). (7) The drug is s1c(c(N)c(c1Nc1ccccc1)C#N)C(=O)c1ccc(F)cc1. The result is 0 (inactive).